From a dataset of Full USPTO retrosynthesis dataset with 1.9M reactions from patents (1976-2016). Predict the reactants needed to synthesize the given product. Given the product [F:8][C:6]1[CH:5]=[C:4]([CH2:9][C@@H:10]([C:29]2[C:34]([C:35]3[CH:36]=[CH:37][C:38]([F:44])=[C:39]([CH:43]=3)[C:40]([NH2:42])=[O:41])=[CH:33][CH:32]=[CH:31][N:30]=2)[NH:11][C:12](=[O:28])[CH2:13][N:14]2[C:22]3[CH2:21][CH2:20][CH:19]([OH:23])[CH2:18][C:17]=3[C:16]([C:24]([F:27])([F:25])[F:26])=[N:15]2)[CH:3]=[C:2]([F:1])[CH:7]=1, predict the reactants needed to synthesize it. The reactants are: [F:1][C:2]1[CH:3]=[C:4]([CH2:9][C@@H:10]([C:29]2[C:34]([C:35]3[CH:36]=[CH:37][C:38]([F:44])=[C:39]([CH:43]=3)[C:40]([NH2:42])=[O:41])=[CH:33][CH:32]=[CH:31][N:30]=2)[NH:11][C:12](=[O:28])[CH2:13][N:14]2[C:22]3[CH2:21][CH2:20][C:19](=[O:23])[CH2:18][C:17]=3[C:16]([C:24]([F:27])([F:26])[F:25])=[N:15]2)[CH:5]=[C:6]([F:8])[CH:7]=1.[BH4-].[Na+].C(OCC)(=O)C.